From a dataset of Catalyst prediction with 721,799 reactions and 888 catalyst types from USPTO. Predict which catalyst facilitates the given reaction. Reactant: C([O:8][C@@H:9]1[CH2:13][CH2:12][CH2:11][C@H:10]1[NH:14][C:15]1[N:20]=[CH:19][C:18]([N:21]([CH3:41])[C:22](=[O:40])[C:23]([C:26]2[CH:31]=[C:30]([C:32]([F:35])([F:34])[F:33])[CH:29]=[C:28]([C:36]([F:39])([F:38])[F:37])[CH:27]=2)([CH3:25])[CH3:24])=[C:17]([C:42]2[CH:47]=[CH:46][CH:45]=[CH:44][C:43]=2[Cl:48])[CH:16]=1)C1C=CC=CC=1.B(Cl)(Cl)Cl. Product: [F:39][C:36]([F:37])([F:38])[C:28]1[CH:27]=[C:26]([C:23]([CH3:25])([CH3:24])[C:22]([N:21]([C:18]2[CH:19]=[N:20][C:15]([NH:14][C@@H:10]3[CH2:11][CH2:12][CH2:13][C@H:9]3[OH:8])=[CH:16][C:17]=2[C:42]2[CH:47]=[CH:46][CH:45]=[CH:44][C:43]=2[Cl:48])[CH3:41])=[O:40])[CH:31]=[C:30]([C:32]([F:35])([F:33])[F:34])[CH:29]=1. The catalyst class is: 4.